This data is from Full USPTO retrosynthesis dataset with 1.9M reactions from patents (1976-2016). The task is: Predict the reactants needed to synthesize the given product. Given the product [NH3:8].[OH2:17].[F:1][C:2]1[CH:10]=[C:9]2[C:5]([C:6]([C:11]3[CH:24]=[CH:23][C:14]4[N:15]=[C:16]([CH2:18][CH2:19][C:20]([NH2:28])=[O:21])[O:17][C:13]=4[CH:12]=3)=[CH:7][NH:8]2)=[CH:4][CH:3]=1, predict the reactants needed to synthesize it. The reactants are: [F:1][C:2]1[CH:10]=[C:9]2[C:5]([C:6]([C:11]3[CH:24]=[CH:23][C:14]4[N:15]=[C:16]([CH2:18][CH2:19][C:20](O)=[O:21])[O:17][C:13]=4[CH:12]=3)=[CH:7][NH:8]2)=[CH:4][CH:3]=1.[NH4+].[Cl-].C[N:28](C(ON1N=NC2C=CC=NC1=2)=[N+](C)C)C.F[P-](F)(F)(F)(F)F.